Dataset: Reaction yield outcomes from USPTO patents with 853,638 reactions. Task: Predict the reaction yield, written as a fraction of the theoretical maximum amount of product (1.0 means a 100% yield; for example, 0.34 means a 34% yield). (1) The reactants are [C:1]([NH:5][C:6]([C:8]1[C:16]2[C:11](=[N:12][CH:13]=[C:14]([C:17]3[C:25]4[C:20](=[CH:21][CH:22]=[C:23]([O:26][CH:27]([F:29])[F:28])[CH:24]=4)[NH:19][N:18]=3)[N:15]=2)[N:10]([CH2:30][O:31][CH2:32][CH2:33][Si:34]([CH3:37])([CH3:36])[CH3:35])[CH:9]=1)=[O:7])([CH3:4])([CH3:3])[CH3:2].Br[CH:39]1[CH2:44][CH2:43][N:42]([C:45]([O:47][C:48]([CH3:51])([CH3:50])[CH3:49])=[O:46])[CH2:41][CH2:40]1.C(=O)([O-])[O-].[Cs+].[Cs+]. The catalyst is CN(C=O)C. The yield is 0.810. The product is [C:48]([O:47][C:45]([N:42]1[CH2:43][CH2:44][CH:39]([N:19]2[C:20]3[C:25](=[CH:24][C:23]([O:26][CH:27]([F:28])[F:29])=[CH:22][CH:21]=3)[C:17]([C:14]3[N:15]=[C:16]4[C:8]([C:6](=[O:7])[NH:5][C:1]([CH3:4])([CH3:3])[CH3:2])=[CH:9][N:10]([CH2:30][O:31][CH2:32][CH2:33][Si:34]([CH3:37])([CH3:36])[CH3:35])[C:11]4=[N:12][CH:13]=3)=[N:18]2)[CH2:40][CH2:41]1)=[O:46])([CH3:51])([CH3:49])[CH3:50]. (2) The reactants are [C:1]([NH:4][C@@H:5]1[C@@H:10]([NH:11][C:12]([O:14][C:15]([CH3:18])([CH3:17])[CH3:16])=[O:13])[CH2:9][C:8]([C:19]([O:21]CC)=[O:20])=[CH:7][C@H:6]1[O:24][CH:25]([CH2:28][CH3:29])[CH2:26][CH3:27])(=[O:3])[CH3:2].[OH-].[Na+].Cl. The catalyst is C1COCC1. The product is [C:1]([NH:4][C@@H:5]1[C@@H:10]([NH:11][C:12]([O:14][C:15]([CH3:17])([CH3:18])[CH3:16])=[O:13])[CH2:9][C:8]([C:19]([OH:21])=[O:20])=[CH:7][C@H:6]1[O:24][CH:25]([CH2:28][CH3:29])[CH2:26][CH3:27])(=[O:3])[CH3:2]. The yield is 0.950.